Dataset: Reaction yield outcomes from USPTO patents with 853,638 reactions. Task: Predict the reaction yield, written as a fraction of the theoretical maximum amount of product (1.0 means a 100% yield; for example, 0.34 means a 34% yield). The reactants are [C:1]([Cl:4])(=O)C.Cl.[NH2:6][C@H:7]([CH:11]1[CH2:16][CH2:15][CH2:14][CH2:13][CH2:12]1)[C:8]([OH:10])=[O:9]. The catalyst is CO. The product is [ClH:4].[CH3:1][O:9][C:8](=[O:10])[C@H:7]([NH2:6])[CH:11]1[CH2:16][CH2:15][CH2:14][CH2:13][CH2:12]1. The yield is 0.930.